Dataset: Experimentally validated miRNA-target interactions with 360,000+ pairs, plus equal number of negative samples. Task: Binary Classification. Given a miRNA mature sequence and a target amino acid sequence, predict their likelihood of interaction. (1) The miRNA is hsa-miR-6753-5p with sequence CACCAGGGCAGAGCAGGGCUGA. The protein sequence of the target gene is MALPQGLLTFRDVAIEFSQEEWKCLDPAQRTLYRDVMLENYRNLVSLDISSKCMLKTLSSTGQGNTEVIHTGTLHRQASHHIGEFCFHEIEKDIHGFEFQWKEDETNGHAAPMTEIKELAGSTGQHDQRHAGNKRIKDQLGSSFHLHLPEPHIFQSEGKIGNQVEKSINNASSVSTSQRICCRPKTHISNKYGNNSLHSSLLTQKWEVHMREKSFECIQSFKSFNCSSLLKKHQIIHLEEKQCKCDVCGKVFNQKRYLACHRRCHTGEKPYKCNECGKTFGHNSSLFIHKALHTGEKPYE.... Result: 0 (no interaction). (2) The miRNA is hsa-miR-508-5p with sequence UACUCCAGAGGGCGUCACUCAUG. The protein sequence of the target gene is MAVVIRLLGLPFIAGPVDIRHFFTGLTIPDGGVHIIGGEIGEAFIIFATDEDARRAISRSGGFIKDSSVELFLSSKAEMQKTIEMKRTDRVGRGRPGSGTSGVDSLSNFIESVKEEASNSGYGSSINQDAGFHTNGTGHGNLRPRKTRPLKAENPYLFLRGLPYLVNEDDVRVFFSGLCVDGVIFLKHHDGRNNGDAIVKFASCVDASGGLKCHRSFMGSRFIEVMQGSEQQWIEFGGNAVKEGDVLRRSEEHSPPRGINDRHFRKRSHSKSPRRTRSRSPLGFYVHLKNLSLSIDERDL.... Result: 1 (interaction).